The task is: Regression. Given two drug SMILES strings and cell line genomic features, predict the synergy score measuring deviation from expected non-interaction effect.. This data is from NCI-60 drug combinations with 297,098 pairs across 59 cell lines. (1) Drug 1: C1=CC(=CC=C1CC(C(=O)O)N)N(CCCl)CCCl.Cl. Drug 2: C1=NC2=C(N=C(N=C2N1C3C(C(C(O3)CO)O)O)F)N. Cell line: MALME-3M. Synergy scores: CSS=5.37, Synergy_ZIP=-4.25, Synergy_Bliss=-2.65, Synergy_Loewe=-5.76, Synergy_HSA=-4.13. (2) Drug 1: CCC(=C(C1=CC=CC=C1)C2=CC=C(C=C2)OCCN(C)C)C3=CC=CC=C3.C(C(=O)O)C(CC(=O)O)(C(=O)O)O. Drug 2: C1CN(P(=O)(OC1)NCCCl)CCCl. Cell line: K-562. Synergy scores: CSS=-7.20, Synergy_ZIP=0.0474, Synergy_Bliss=1.44, Synergy_Loewe=-11.1, Synergy_HSA=-4.26. (3) Drug 1: CN(C)N=NC1=C(NC=N1)C(=O)N. Drug 2: CC1C(C(CC(O1)OC2CC(CC3=C2C(=C4C(=C3O)C(=O)C5=C(C4=O)C(=CC=C5)OC)O)(C(=O)CO)O)N)O.Cl. Cell line: IGROV1. Synergy scores: CSS=38.8, Synergy_ZIP=-0.960, Synergy_Bliss=-0.460, Synergy_Loewe=-18.8, Synergy_HSA=0.522. (4) Synergy scores: CSS=11.5, Synergy_ZIP=-1.89, Synergy_Bliss=1.18, Synergy_Loewe=2.73, Synergy_HSA=1.86. Cell line: MCF7. Drug 2: CC(C)(C#N)C1=CC(=CC(=C1)CN2C=NC=N2)C(C)(C)C#N. Drug 1: C1=CN(C(=O)N=C1N)C2C(C(C(O2)CO)O)O.Cl. (5) Drug 1: CC1CCC2CC(C(=CC=CC=CC(CC(C(=O)C(C(C(=CC(C(=O)CC(OC(=O)C3CCCCN3C(=O)C(=O)C1(O2)O)C(C)CC4CCC(C(C4)OC)O)C)C)O)OC)C)C)C)OC. Drug 2: CCN(CC)CCCC(C)NC1=C2C=C(C=CC2=NC3=C1C=CC(=C3)Cl)OC. Cell line: U251. Synergy scores: CSS=33.3, Synergy_ZIP=-5.80, Synergy_Bliss=2.03, Synergy_Loewe=-4.85, Synergy_HSA=2.88. (6) Drug 1: C1CN1P(=S)(N2CC2)N3CC3. Drug 2: CCCCC(=O)OCC(=O)C1(CC(C2=C(C1)C(=C3C(=C2O)C(=O)C4=C(C3=O)C=CC=C4OC)O)OC5CC(C(C(O5)C)O)NC(=O)C(F)(F)F)O. Cell line: LOX IMVI. Synergy scores: CSS=54.8, Synergy_ZIP=1.07, Synergy_Bliss=1.30, Synergy_Loewe=-14.6, Synergy_HSA=2.34. (7) Drug 1: C(CC(=O)O)C(=O)CN.Cl. Drug 2: CN(C(=O)NC(C=O)C(C(C(CO)O)O)O)N=O. Cell line: SK-OV-3. Synergy scores: CSS=3.59, Synergy_ZIP=-4.42, Synergy_Bliss=1.97, Synergy_Loewe=-10.7, Synergy_HSA=-0.425.